From a dataset of Forward reaction prediction with 1.9M reactions from USPTO patents (1976-2016). Predict the product of the given reaction. Given the reactants [CH3:1][C:2]1[N:6]2[C:7]3[CH:8]=[CH:9][C:10]([Cl:23])=[CH:11][C:12]=3[C:13]([C:16]3[CH:17]=[CH:18][CH:19]=[CH:20][C:21]=3[F:22])=[N:14][CH2:15][C:5]2=[CH:4][N:3]=1.[C:24]([OH:31])(=[O:30])/[CH:25]=[CH:26]\[C:27]([OH:29])=[O:28], predict the reaction product. The product is: [C:24]([OH:31])(=[O:30])/[CH:25]=[CH:26]\[C:27]([OH:29])=[O:28].[Cl:23][C:10]1[CH:9]=[CH:8][C:7]2[N:6]3[C:2]([CH3:1])=[N:3][CH:4]=[C:5]3[CH2:15][N:14]=[C:13]([C:16]3[CH:17]=[CH:18][CH:19]=[CH:20][C:21]=3[F:22])[C:12]=2[CH:11]=1.